Dataset: Catalyst prediction with 721,799 reactions and 888 catalyst types from USPTO. Task: Predict which catalyst facilitates the given reaction. (1) Reactant: [CH3:1][O:2][C:3](=[O:21])[CH2:4][C:5]1[CH:14]=[C:13]2[C:8]([CH2:9][CH2:10][N:11](C(=O)C(F)(F)F)[CH2:12]2)=[CH:7][CH:6]=1.[BH4-].[Na+]. Product: [CH3:1][O:2][C:3](=[O:21])[CH2:4][C:5]1[CH:14]=[C:13]2[C:8]([CH2:9][CH2:10][NH:11][CH2:12]2)=[CH:7][CH:6]=1. The catalyst class is: 5. (2) Product: [CH3:15][O:14][C:13]1[CH:12]=[C:11]([CH:19]=[CH:18][C:16]=1[O:17][CH2:2][CH2:3][CH2:4][Si:5]([CH3:8])([CH3:7])[CH3:6])[CH:10]=[O:9]. The catalyst class is: 9. Reactant: Cl[CH2:2][CH2:3][CH2:4][Si:5]([CH3:8])([CH3:7])[CH3:6].[O:9]=[CH:10][C:11]1[CH:19]=[CH:18][C:16]([OH:17])=[C:13]([O:14][CH3:15])[CH:12]=1.C(=O)([O-])[O-].[K+].[K+]. (3) Reactant: [F:1][C:2]1[CH:16]=[CH:15][C:5]([C:6]([NH:8][CH2:9][C:10]([O:12][CH2:13][CH3:14])=[O:11])=[O:7])=[C:4]([C:17]([F:20])([F:19])[F:18])[CH:3]=1.C([N-]C(C)C)(C)C.[Li+].[CH:29]([CH:31]=[CH2:32])=[O:30].[NH4+].[Cl-]. Product: [OH:30][CH:29]([CH:31]=[CH2:32])[CH:9]([NH:8][C:6](=[O:7])[C:5]1[CH:15]=[CH:16][C:2]([F:1])=[CH:3][C:4]=1[C:17]([F:18])([F:19])[F:20])[C:10]([O:12][CH2:13][CH3:14])=[O:11]. The catalyst class is: 1. (4) Reactant: [F:1][C:2]1[CH:3]=[C:4]([CH:13]=[CH:14][C:15]=1[F:16])[C:5]([CH:7]1[CH2:12][CH2:11][O:10][CH2:9][CH2:8]1)=[O:6].[BH4-].[Na+]. Product: [F:1][C:2]1[CH:3]=[C:4]([CH:5]([CH:7]2[CH2:8][CH2:9][O:10][CH2:11][CH2:12]2)[OH:6])[CH:13]=[CH:14][C:15]=1[F:16]. The catalyst class is: 5. (5) Reactant: [F:1][C:2]1[CH:7]=[CH:6][CH:5]=[CH:4][C:3]=1[C:8]1[N:9]=[C:10]([N:13]2[CH2:18][CH2:17][NH:16][CH2:15][CH2:14]2)[S:11][CH:12]=1.C(N(CC)CC)C.Cl[C:27]([O:29][CH2:30][CH:31]([CH3:33])[CH3:32])=[O:28]. Product: [F:1][C:2]1[CH:7]=[CH:6][CH:5]=[CH:4][C:3]=1[C:8]1[N:9]=[C:10]([N:13]2[CH2:14][CH2:15][N:16]([C:27]([O:29][CH2:30][CH:31]([CH3:33])[CH3:32])=[O:28])[CH2:17][CH2:18]2)[S:11][CH:12]=1. The catalyst class is: 2. (6) Reactant: [OH-].[Na+].CS([C:6]1[N:11]=[CH:10][C:9]2=[CH:12][CH:13]=[C:14]([C:15]3[CH:20]=[CH:19][CH:18]=[CH:17][C:16]=3[O:21][CH3:22])[N:8]2[N:7]=1)=O.C(O)(=[O:25])C. Product: [CH3:22][O:21][C:16]1[CH:17]=[CH:18][CH:19]=[CH:20][C:15]=1[C:14]1[N:8]2[C:9]([CH:10]=[N:11][C:6]([OH:25])=[N:7]2)=[CH:12][CH:13]=1. The catalyst class is: 6.